From a dataset of Reaction yield outcomes from USPTO patents with 853,638 reactions. Predict the reaction yield, written as a fraction of the theoretical maximum amount of product (1.0 means a 100% yield; for example, 0.34 means a 34% yield). (1) The reactants are [CH3:1][C@H:2]1[N:7]([C:8]2[CH:13]=[C:12]([C:14]3([S:17]([CH3:20])(=[NH:19])=[O:18])[CH2:16][CH2:15]3)[N:11]=[C:10]([C:21]3[CH:26]=[N:25][CH:24]=[C:23]4[N:27](C(OC(C)(C)C)=O)[CH:28]=[CH:29][C:22]=34)[N:9]=2)[CH2:6][CH2:5][O:4][CH2:3]1.C(O)(C(F)(F)F)=O. The catalyst is C(Cl)Cl. The product is [CH3:1][C@@H:2]1[CH2:3][O:4][CH2:5][CH2:6][N:7]1[C:8]1[CH:13]=[C:12]([C:14]2([S:17]([CH3:20])(=[NH:19])=[O:18])[CH2:16][CH2:15]2)[N:11]=[C:10]([C:21]2[CH:26]=[N:25][CH:24]=[C:23]3[NH:27][CH:28]=[CH:29][C:22]=23)[N:9]=1. The yield is 0.480. (2) The reactants are [H-].[Na+].[Cl:3][C:4]1[CH:9]=[C:8]([OH:10])[CH:7]=[CH:6][N:5]=1.OC1C=CC=CN=1.[F:18][C:19]1[CH:24]=[C:23](F)[C:22]([F:26])=[CH:21][C:20]=1[N+:27]([O-:29])=[O:28]. The catalyst is CN(C=O)C. The product is [Cl:3][C:4]1[CH:9]=[C:8]([O:10][C:23]2[CH:24]=[C:19]([F:18])[C:20]([N+:27]([O-:29])=[O:28])=[CH:21][C:22]=2[F:26])[CH:7]=[CH:6][N:5]=1. The yield is 0.800. (3) The reactants are [BH4-].[Na+].CO.[F:5][C:6]1[CH:11]=[C:10]([C:12]2[N:17]=[C:16]([C:18](OC)=[O:19])[CH:15]=[CH:14][N:13]=2)[CH:9]=[CH:8][N:7]=1. The catalyst is C1COCC1. The product is [F:5][C:6]1[CH:11]=[C:10]([C:12]2[N:17]=[C:16]([CH2:18][OH:19])[CH:15]=[CH:14][N:13]=2)[CH:9]=[CH:8][N:7]=1. The yield is 0.650. (4) The reactants are Br[C:2]1[CH:3]=[C:4]([C:9]([F:12])([F:11])[F:10])[C:5]([NH2:8])=[N:6][CH:7]=1.[CH3:13][C:14]1([CH3:30])[C:18]([CH3:20])([CH3:19])[O:17][B:16]([B:16]2[O:17][C:18]([CH3:20])([CH3:19])[C:14]([CH3:30])([CH3:13])[O:15]2)[O:15]1.CC([O-])=O.[K+].C(Cl)Cl. The catalyst is O1CCOCC1.C1C=CC(P(C2C=CC=CC=2)[C-]2C=CC=C2)=CC=1.C1C=CC(P(C2C=CC=CC=2)[C-]2C=CC=C2)=CC=1.Cl[Pd]Cl.[Fe+2].CCOC(C)=O. The product is [CH3:13][C:14]1([CH3:30])[C:18]([CH3:20])([CH3:19])[O:17][B:16]([C:2]2[CH:3]=[C:4]([C:9]([F:12])([F:11])[F:10])[C:5]([NH2:8])=[N:6][CH:7]=2)[O:15]1. The yield is 0.940. (5) The reactants are Br[C:2]1[CH:7]=[CH:6][C:5]([C:8]([F:11])([F:10])[F:9])=[C:4]([F:12])[CH:3]=1.[CH3:13][C:14]1([CH3:30])[C:18]([CH3:20])([CH3:19])[O:17][B:16]([B:16]2[O:17][C:18]([CH3:20])([CH3:19])[C:14]([CH3:30])([CH3:13])[O:15]2)[O:15]1.C([O-])(=O)C.[K+]. The catalyst is CS(C)=O.C(OCC)(=O)C.Cl[Pd]Cl. The product is [F:12][C:4]1[CH:3]=[C:2]([B:16]2[O:17][C:18]([CH3:20])([CH3:19])[C:14]([CH3:30])([CH3:13])[O:15]2)[CH:7]=[CH:6][C:5]=1[C:8]([F:11])([F:10])[F:9]. The yield is 0.610. (6) The reactants are [CH:1]1([NH:4][C:5]([NH:7][C:8]2[CH:13]=[CH:12][C:11]([O:14][C:15]3[CH:20]=[CH:19][N:18]=[C:17]4[CH:21]=[C:22]([C:24]5[CH:29]=[CH:28][C:27]([CH2:30][N:31]6[CH2:36][CH2:35][NH:34][CH2:33][CH2:32]6)=[CH:26][N:25]=5)[S:23][C:16]=34)=[C:10]([F:37])[CH:9]=2)=[O:6])[CH2:3][CH2:2]1.C(N(CC)CC)C.[CH3:45][O:46][CH2:47][C:48](Cl)=[O:49]. The catalyst is C(Cl)Cl. The product is [CH:1]1([NH:4][C:5]([NH:7][C:8]2[CH:13]=[CH:12][C:11]([O:14][C:15]3[CH:20]=[CH:19][N:18]=[C:17]4[CH:21]=[C:22]([C:24]5[CH:29]=[CH:28][C:27]([CH2:30][N:31]6[CH2:32][CH2:33][N:34]([C:48](=[O:49])[CH2:47][O:46][CH3:45])[CH2:35][CH2:36]6)=[CH:26][N:25]=5)[S:23][C:16]=34)=[C:10]([F:37])[CH:9]=2)=[O:6])[CH2:3][CH2:2]1. The yield is 0.500. (7) The reactants are [CH3:1][C:2]1[C:6]([CH2:7][CH2:8][CH2:9][OH:10])=[CH:5][N:4]([C:11]2[CH:16]=[CH:15][C:14]([C:17]([F:20])([F:19])[F:18])=[CH:13][N:12]=2)[N:3]=1.O[C:22]1[CH:23]=[C:24]([CH2:28][C:29]([O:31]C)=[O:30])[CH:25]=[CH:26][CH:27]=1.C(P(CCCC)CCCC)CCC.N(C(N1CCCCC1)=O)=NC(N1CCCCC1)=O. The catalyst is O1CCCC1. The product is [CH3:1][C:2]1[C:6]([CH2:7][CH2:8][CH2:9][O:10][C:22]2[CH:23]=[C:24]([CH2:28][C:29]([OH:31])=[O:30])[CH:25]=[CH:26][CH:27]=2)=[CH:5][N:4]([C:11]2[CH:16]=[CH:15][C:14]([C:17]([F:19])([F:20])[F:18])=[CH:13][N:12]=2)[N:3]=1. The yield is 0.930.